Dataset: Forward reaction prediction with 1.9M reactions from USPTO patents (1976-2016). Task: Predict the product of the given reaction. (1) Given the reactants [Cl:1][C:2]1[C:7]([CH3:8])=[C:6]([C:9](=O)[CH:10]=[C:11]([NH:14][C:15]2[CH:20]=[C:19]([C:21]([F:24])([F:23])[F:22])[CH:18]=[C:17]([F:25])[CH:16]=2)SC)[CH:5]=[CH:4][N:3]=1.[NH:27]([CH2:29][CH2:30][C:31]([N:33]([CH3:35])[CH3:34])=[O:32])[NH2:28], predict the reaction product. The product is: [Cl:1][C:2]1[C:7]([CH3:8])=[C:6]([C:9]2[N:27]([CH2:29][CH2:30][C:31]([N:33]([CH3:35])[CH3:34])=[O:32])[N:28]=[C:11]([NH:14][C:15]3[CH:20]=[C:19]([C:21]([F:24])([F:23])[F:22])[CH:18]=[C:17]([F:25])[CH:16]=3)[CH:10]=2)[CH:5]=[CH:4][N:3]=1. (2) Given the reactants C[O:2][C:3]([C:5]1[N:6]([CH:10]2[C:18]3[C:13](=[CH:14][CH:15]=[CH:16][CH:17]=3)[C:12]([CH3:20])([CH3:19])[CH2:11]2)[CH:7]=[N:8][CH:9]=1)=O.[H-].[H-].[H-].[H-].[Li+].[Al+3].[F-].[Na+], predict the reaction product. The product is: [CH3:19][C:12]1([CH3:20])[C:13]2[C:18](=[CH:17][CH:16]=[CH:15][CH:14]=2)[CH:10]([N:6]2[C:5]([CH2:3][OH:2])=[CH:9][N:8]=[CH:7]2)[CH2:11]1. (3) Given the reactants [CH:1]([N:4]([CH3:33])[C@@H:5]1[CH2:10][CH2:9][C@H:8]([N:11]2[CH2:15][CH2:14][C@H:13]([NH:16]C(=O)OCC3C=CC=CC=3)[C:12]2=[O:27])[C@H:7]([CH2:28][S:29]([CH3:32])(=[O:31])=[O:30])[CH2:6]1)([CH3:3])[CH3:2].CCOCC, predict the reaction product. The product is: [NH2:16][C@H:13]1[CH2:14][CH2:15][N:11]([C@H:8]2[CH2:9][CH2:10][C@@H:5]([N:4]([CH:1]([CH3:3])[CH3:2])[CH3:33])[CH2:6][C@H:7]2[CH2:28][S:29]([CH3:32])(=[O:31])=[O:30])[C:12]1=[O:27]. (4) Given the reactants O.NN.P(Cl)(Cl)(Cl)(Cl)Cl.Br.F[C:12]1C=CC(OC)=CC=1C#N.[F:22][C:23]1[CH:31]=[CH:30][C:29]([OH:32])=[CH:28][C:24]=1[C:25]([OH:27])=[O:26], predict the reaction product. The product is: [F:22][C:23]1[CH:31]=[CH:30][C:29]([OH:32])=[CH:28][C:24]=1[C:25]([O:27][CH3:12])=[O:26]. (5) Given the reactants [CH2:1]([S:3](Cl)(=[O:5])=[O:4])[CH3:2].[NH2:7][C:8]1[CH:30]=[CH:29][C:11]([O:12][C:13]2[CH:27]=[C:26]([F:28])[CH:25]=[CH:24][C:14]=2[O:15][CH2:16][C:17]([O:19]C(C)(C)C)=[O:18])=[C:10]([Cl:31])[CH:9]=1, predict the reaction product. The product is: [Cl:31][C:10]1[CH:9]=[C:8]([NH:7][S:3]([CH2:1][CH3:2])(=[O:5])=[O:4])[CH:30]=[CH:29][C:11]=1[O:12][C:13]1[CH:27]=[C:26]([F:28])[CH:25]=[CH:24][C:14]=1[O:15][CH2:16][C:17]([OH:19])=[O:18]. (6) Given the reactants C([O:3][C:4](=[O:29])[C:5]([S:18]([C:21]1[CH:26]=[CH:25][C:24]([O:27][CH3:28])=[CH:23][CH:22]=1)(=[O:20])=[O:19])([CH2:11][C:12]1[CH:13]=[N:14][CH:15]=[CH:16][CH:17]=1)[CH2:6][CH:7]=[C:8]([CH3:10])[CH3:9])C, predict the reaction product. The product is: [CH3:28][O:27][C:24]1[CH:25]=[CH:26][C:21]([S:18]([C:5]([CH2:11][C:12]2[CH:13]=[N:14][CH:15]=[CH:16][CH:17]=2)([CH2:6][CH:7]=[C:8]([CH3:10])[CH3:9])[C:4]([OH:29])=[O:3])(=[O:20])=[O:19])=[CH:22][CH:23]=1.